This data is from CYP2C19 inhibition data for predicting drug metabolism from PubChem BioAssay. The task is: Regression/Classification. Given a drug SMILES string, predict its absorption, distribution, metabolism, or excretion properties. Task type varies by dataset: regression for continuous measurements (e.g., permeability, clearance, half-life) or binary classification for categorical outcomes (e.g., BBB penetration, CYP inhibition). Dataset: cyp2c19_veith. (1) The molecule is COc1ccc(C2=NOC(C(=O)N3CCCc4ccccc43)C2)cc1. The result is 1 (inhibitor). (2) The drug is COCCn1c(=O)c(C)nc2cnc(N3CCNCC3)nc21. The result is 0 (non-inhibitor).